From a dataset of Reaction yield outcomes from USPTO patents with 853,638 reactions. Predict the reaction yield, written as a fraction of the theoretical maximum amount of product (1.0 means a 100% yield; for example, 0.34 means a 34% yield). (1) The reactants are [O:1]1[C:5]2([CH2:10][CH2:9][N:8]([C:11]([C:13]3[NH:14][C:15]4[C:20]([CH:21]=3)=[CH:19][C:18]([C:22]([N:24]3[CH2:29][CH2:28][N:27]([CH:30]([CH3:32])[CH3:31])[CH2:26][CH2:25]3)=[O:23])=[CH:17][CH:16]=4)=[O:12])[CH2:7][CH2:6]2)[O:4][CH2:3][CH2:2]1.[Cl:33][C:34]1[CH:39]=[C:38](B(O)O)[CH:37]=[CH:36][N:35]=1.N1C=CC=CC=1. The catalyst is ClCCl.C([O-])(=O)C.[Cu+2].C([O-])(=O)C. The product is [Cl:33][C:34]1[CH:39]=[C:38]([N:14]2[C:15]3[C:20](=[CH:19][C:18]([C:22]([N:24]4[CH2:25][CH2:26][N:27]([CH:30]([CH3:32])[CH3:31])[CH2:28][CH2:29]4)=[O:23])=[CH:17][CH:16]=3)[CH:21]=[C:13]2[C:11]([N:8]2[CH2:9][CH2:10][C:5]3([O:4][CH2:3][CH2:2][O:1]3)[CH2:6][CH2:7]2)=[O:12])[CH:37]=[CH:36][N:35]=1. The yield is 0.420. (2) The reactants are [Br:1][C:2]1[C:3]([C:14](=[S:16])[NH2:15])=[CH:4][C:5]([NH:8][C:9]([NH:11][CH2:12][CH3:13])=[O:10])=[N:6][CH:7]=1.Br[CH2:18][C:19](=[O:24])[C:20]([F:23])([F:22])[F:21]. The catalyst is C(#N)C. The product is [Br:1][C:2]1[C:3]([C:14]2[S:16][CH2:18][C:19]([OH:24])([C:20]([F:23])([F:22])[F:21])[N:15]=2)=[CH:4][C:5]([NH:8][C:9]([NH:11][CH2:12][CH3:13])=[O:10])=[N:6][CH:7]=1. The yield is 0.920. (3) The reactants are [OH-].[Na+].[CH:3]1[CH:11]=[CH:10][CH:9]=[C:8]2[C:4]=1[C:5]1[C:18]3[C:13](=[CH:14][CH:15]=[CH:16][CH:17]=3)[CH2:12][C:6]=1[NH:7]2.[CH2:19](Br)[CH:20]=[CH2:21]. The catalyst is [Br-].C[N+](C)(C)CCCCCCCCCCCCCCCC.C1C=CC=CC=1. The product is [CH2:21]([N:7]1[C:8]2[C:4](=[CH:3][CH:11]=[CH:10][CH:9]=2)[C:5]2[C:18]3[C:13]([CH2:12][C:6]1=2)=[CH:14][CH:15]=[CH:16][CH:17]=3)[CH:20]=[CH2:19]. The yield is 0.370. (4) The reactants are [Br:1][C:2]1[CH:3]=[C:4]([CH2:8][NH:9][CH2:10][CH:11]2[CH2:15][CH2:14][CH2:13][CH2:12]2)[CH:5]=[N:6][CH:7]=1.[CH3:16][C:17]([O:20][C:21](O[C:21]([O:20][C:17]([CH3:19])([CH3:18])[CH3:16])=[O:22])=[O:22])([CH3:19])[CH3:18]. The catalyst is C(Cl)Cl. The product is [Br:1][C:2]1[CH:3]=[C:4]([CH2:8][N:9]([CH2:10][CH:11]2[CH2:15][CH2:14][CH2:13][CH2:12]2)[C:21](=[O:22])[O:20][C:17]([CH3:19])([CH3:18])[CH3:16])[CH:5]=[N:6][CH:7]=1. The yield is 0.919. (5) The reactants are [Br:1][C:2]1[C:3]([N:24]([CH3:29])[S:25]([CH3:28])(=[O:27])=[O:26])=[CH:4][C:5]2[O:9][C:8]([C:10]3[CH:14]([CH3:15])[CH:13](OCC)[O:12][N:11]=3)=[C:7]([C:19]([NH:21][CH3:22])=[O:20])[C:6]=2[CH:23]=1. The catalyst is C(Cl)Cl.C(O)(C(F)(F)F)=O. The product is [Br:1][C:2]1[C:3]([N:24]([CH3:29])[S:25]([CH3:28])(=[O:27])=[O:26])=[CH:4][C:5]2[O:9][C:8]([C:10]3[C:14]([CH3:15])=[CH:13][O:12][N:11]=3)=[C:7]([C:19]([NH:21][CH3:22])=[O:20])[C:6]=2[CH:23]=1. The yield is 0.880. (6) The reactants are [C:1](=[O:4])([O-])O.[K+].[CH3:6][OH:7].[N:8]1[C:15](Cl)=[N:14][C:12](Cl)=[N:11][C:9]=1[Cl:10]. No catalyst specified. The product is [Cl:10][C:9]1[N:11]=[C:12]([O:7][CH3:6])[N:14]=[C:15]([O:4][CH3:1])[N:8]=1. The yield is 0.828. (7) The reactants are [Cl:1][C:2]1[C:3]([N+:17]([O-:19])=[O:18])=[CH:4][C:5]2[O:10][CH2:9][C:8](=[O:11])[N:7]([CH2:12][CH2:13][CH2:14]Cl)[C:6]=2[CH:16]=1.C([O-])([O-])=O.[K+].[K+].[Na+].[I-].[CH2:28]([CH:32]1[CH2:37][CH2:36][NH:35][CH2:34][CH2:33]1)[CH2:29][CH2:30][CH3:31]. The catalyst is CCCCCCC.CCOC(C)=O. The product is [CH2:28]([CH:32]1[CH2:37][CH2:36][N:35]([CH2:14][CH2:13][CH2:12][N:7]2[C:6]3[CH:16]=[C:2]([Cl:1])[C:3]([N+:17]([O-:19])=[O:18])=[CH:4][C:5]=3[O:10][CH2:9][C:8]2=[O:11])[CH2:34][CH2:33]1)[CH2:29][CH2:30][CH3:31]. The yield is 0.420. (8) The reactants are [CH3:1][N:2]1[CH2:7][CH2:6][N:5]([C:8]2[N:13]3[CH:14]=[C:15]([CH2:17][NH:18][C@@H:19]4[C:28]5[N:27]=[CH:26][CH:25]=[CH:24][C:23]=5[CH2:22][CH2:21][CH2:20]4)[N:16]=[C:12]3[CH:11]=[CH:10][CH:9]=2)[CH2:4][CH2:3]1.C=O.[C:31](O)(=O)C.C(O[BH-](OC(=O)C)OC(=O)C)(=O)C.[Na+]. The catalyst is ClC(Cl)C.ClCCl. The product is [CH3:31][N:18]([CH2:17][C:15]1[N:16]=[C:12]2[CH:11]=[CH:10][CH:9]=[C:8]([N:5]3[CH2:6][CH2:7][N:2]([CH3:1])[CH2:3][CH2:4]3)[N:13]2[CH:14]=1)[C@@H:19]1[C:28]2[N:27]=[CH:26][CH:25]=[CH:24][C:23]=2[CH2:22][CH2:21][CH2:20]1. The yield is 0.640. (9) The reactants are [CH2:1]([O:8][C:9]1[CH:17]=[CH:16][C:12]([C:13](=[S:15])[NH2:14])=[CH:11][CH:10]=1)[CH2:2][CH2:3][CH2:4][CH2:5][CH2:6][CH3:7].Br[CH2:19][C:20]([C:22]1[CH:27]=[CH:26][C:25]([Br:28])=[CH:24][CH:23]=1)=O. The catalyst is C(O)(C)C. The product is [Br:28][C:25]1[CH:26]=[CH:27][C:22]([C:20]2[N:14]=[C:13]([C:12]3[CH:16]=[CH:17][C:9]([O:8][CH2:1][CH2:2][CH2:3][CH2:4][CH2:5][CH2:6][CH3:7])=[CH:10][CH:11]=3)[S:15][CH:19]=2)=[CH:23][CH:24]=1. The yield is 0.410. (10) The product is [C:1]1([O:11][CH2:12][C:13]([NH:39][C@H:40]([C:44]([NH:46][CH:47]([CH:56]([OH:59])[CH2:57][F:58])[CH2:48][C:49]([O:51][C:52]([CH3:53])([CH3:54])[CH3:55])=[O:50])=[O:45])[CH:41]([CH3:42])[CH3:43])=[O:15])[C:10]2[C:5](=[CH:6][CH:7]=[CH:8][CH:9]=2)[CH:4]=[CH:3][CH:2]=1. The reactants are [C:1]1([O:11][CH2:12][C:13]([OH:15])=O)[C:10]2[C:5](=[CH:6][CH:7]=[CH:8][CH:9]=2)[CH:4]=[CH:3][CH:2]=1.O.OC1C2N=NNC=2C=CC=1.Cl.C(N=C=NC(N)CC(C)C)C.[NH2:39][C@H:40]([C:44]([NH:46][CH:47]([CH:56]([OH:59])[CH2:57][F:58])[CH2:48][C:49]([O:51][C:52]([CH3:55])([CH3:54])[CH3:53])=[O:50])=[O:45])[CH:41]([CH3:43])[CH3:42]. The yield is 0.630. The catalyst is CN(C)C=O.C(Cl)Cl.